From a dataset of Experimentally validated miRNA-target interactions with 360,000+ pairs, plus equal number of negative samples. Binary Classification. Given a miRNA mature sequence and a target amino acid sequence, predict their likelihood of interaction. (1) The miRNA is mmu-miR-127-3p with sequence UCGGAUCCGUCUGAGCUUGGCU. The protein sequence of the target gene is MSSDSEMAIFGEAAPFLRKSERERIEAQNKPFDAKTSVFVVDPKESFVKATVQSREGGKVTAKTEAGATVTVKDDQVFPMNPPKYDKIEDMAMMTHLHEPAVLYNLKERYAAWMIYTYSGLFCVTVNPYKWLPVYNAEVVTAYRGKKRQEAPPHIFSISDNAYQFMLTDRENQSILITGESGAGKTVNTKRVIQYFATIAVTGEKKKEEVTSGKMQGTLEDQIISANPLLEAFGNAKTVRNDNSSRFGKFIRIHFGTTGKLASADIETYLLEKSRVTFQLKAERSYHIFYQIMSNKKPDL.... Result: 0 (no interaction). (2) The miRNA is mmu-miR-3969 with sequence CCCUAAAGUAGAAAUCACUA. The protein sequence of the target gene is MPPAAPSVARSREGGGIGQRRLVFPKSARRTLPCPIALCLGLCLAAAAATTTRASAAAFASAGDTTAMSAFNLLHLVTKSQPVAPRACGLPSGSCRDKKNCKVVFSQQELRKRLTPLQYHVTQEKGTESAFEGEYTHHKDPGIYKCVVCGTPLFKSETKFDSGSGWPAFHDVISSEAIEFTDDFSYGMHRVETSCSQCGAHLGHIFDDGPRPTGKRYCINSASLSFTPADSSEAEGSGIKESGSPAAADRAEL. Result: 0 (no interaction). (3) The protein sequence of the target gene is MPVTVTRTTITTTTTSSSGLGSPMIVGSPRALTQPLGLLRLLQLVSTCVAFSLVASVGAWTGSMGNWSMFTWCFCFSVTLIILIVELCGLQARFPLSWRNFPITFACYAALFCLSASIIYPTTYVQFLSHGRSRDHAIAATFFSCIACVAYATEVAWTRARPGEITGYMATVPGLLKVLETFVACIIFAFISDPNLYQHQPALEWCVAVYAICFILAAIAILLNLGECTNVLPIPFPSFLSGLALLSVLLYATALVLWPLYQFDEKYGGQPRRSRDVSCSRSHAYYVCAWDRRLAVAILT.... Result: 1 (interaction). The miRNA is hsa-miR-6821-3p with sequence UGACCUCUCCGCUCCGCACAG. (4) The miRNA is hsa-miR-601 with sequence UGGUCUAGGAUUGUUGGAGGAG. The protein sequence of the target gene is MPGRGRCPDCGSTELVEDSHYSQSQLVCSDCGCVVTEGVLTTTFSDEGNLREVTYSRSTGENEQVSRSQQRGLRRVRDLCRVLQLPPTFEDTAVAYYQQAYRHSGIRAARLQKKEVLVGCCVLITCRQHNWPLTMGAICTLLYADLDVFSSTYMQIVKLLGLDVPSLCLAELVKTYCSSFKLFQASPSVPAKYVEDKEKMLSRTMQLVELANETWLVTGRHPLPVITAATFLAWQSLQPADRLSCSLARFCKLANVDLPYPASSRLQELLAVLLRMAEQLAWLRVLRLDKRSVVKHIGDL.... Result: 0 (no interaction). (5) The miRNA is dme-miR-iab-4-5p with sequence ACGUAUACUGAAUGUAUCCUGA. The protein sequence of the target gene is MFLRSDLAVTHWVSRSMRKLFLVLSLLLSQAAHLEGRKDNQFLWKTGPWGRCAGDCGPGGAQSRAVWCFHIEGWTSPMSNCDESSQPPKERSCFRVCDWHSDLFQWEVSDWHRCLLVPGAQGEPRPRAVECVTAQHGLQHRTVRCLQKLNRTMVSNEICEHFAPQPPTEQACLIPCPRDCVVSEFSPWSTCPEGCGKKLQHRTRVAIAPPLYGGLQCPNLTESRACEAPVSCPLGKEEYSFSLKVGPWSKCRLPHLKEVDLSGRNIQDFSSDSNEQVTLTHQSYKAHHHSQPGDVVIGFQ.... Result: 0 (no interaction). (6) The miRNA is hsa-miR-1250-3p with sequence ACAUUUUCCAGCCCAUUCA. The protein sequence of the target gene is MSANLKYLSLGILVFQTTSLVLTMRYSRTLKEEGPRYLSSTAVVVAEFLKIMACIFLVYKDSKCSVRALNRVLHDEILNKPMETLKLAIPSGIYTLQNNLLYVALSNLDAATYQVTYQLKILTTALFSVSMLGKKLGVYQWLSLVILMAGVAFVQWPSDSQELNSKDLSTGSQFVGLMAVLTACFSSGFAGVYFEKILKETKQSVWIRNIQLGFFGSIFGLMGVYVYDGELVSKNGFFQGYNQLTWIVVALQALGGLVIAAVIKYADNILKGFATSLSIILSTIISYFWLQDFVPTSVFF.... Result: 0 (no interaction). (7) The miRNA is hsa-miR-4649-5p with sequence UGGGCGAGGGGUGGGCUCUCAGAG. The protein sequence of the target gene is MDGAVMEGPLFLQSQRFGTKRWRKTWAVLYPASPHGVARLEFFDHKGSSSGGGRGSSRRLDCKVIRLAECVSVAPVTVETPPEPGATAFRLDTAQRSHLLAADAPSSAAWVQTLCRNAFPKGSWTLAPTDNPPKLSALEMLENSLYSPTWEGSQFWVTVQRTEAAERCGLHGSYVLRVEAERLTLLTVGAQSQILEPLLSWPYTLLRRYGRDKVMFSFEAGRRCPSGPGTFTFQTAQGNDIFQAVETAIHRQKAQGKAGQGHDVLRADSHEGEVAEGKLPSPPGPQELLDSPPALYAEPL.... Result: 0 (no interaction).